Task: Regression. Given a target protein amino acid sequence and a drug SMILES string, predict the binding affinity score between them. We predict pAffinity (pAffinity = -log10(affinity in M)). Dataset: bindingdb_patent.. Dataset: Drug-target binding data from BindingDB patent sources (1) The compound is CC(C)C[C@](C)(N)COc1ncc(cc1C(F)(F)F)-c1ccnc2ccccc12. The target protein (Q2M2I8) has sequence MKKFFDSRREQGGSGLGSGSSGGGGSTSGLGSGYIGRVFGIGRQQVTVDEVLAEGGFAIVFLVRTSNGMKCALKRMFVNNEHDLQVCKREIQIMRDLSGHKNIVGYIDSSINNVSSGDVWEVLILMDFCRGGQVVNLMNQRLQTGFTENEVLQIFCDTCEAVARLHQCKTPIIHRDLKVENILLHDRGHYVLCDFGSATNKFQNPQTEGVNAVEDEIKKYTTLSYRAPEMVNLYSGKIITTKADIWALGCLLYKLCYFTLPFGESQVAICDGNFTIPDNSRYSQDMHCLIRYMLEPDPDKRPDIYQVSYFSFKLLKKECPIPNVQNSPIPAKLPEPVKASEAAAKKTQPKARLTDPIPTTETSIAPRQRPKAGQTQPNPGILPIQPALTPRKRATVQPPPQAAGSSNQPGLLASVPQPKPQAPPSQPLPQTQAKQPQAPPTPQQTPSTQAQGLPAQAQATPQHQQQLFLKQQQQQQQPPPAQQQPAGTFYQQQQAQTQQF.... The pAffinity is 9.2. (2) The compound is CC(N1CCN(CC1)c1ccnc(NC(C)=O)n1)c1ccc2OCOc2c1. The target protein (O60502) has sequence MVQKESQATLEERESELSSNPAASAGASLEPPAAPAPGEDNPAGAGGAAVAGAAGGARRFLCGVVEGFYGRPWVMEQRKELFRRLQKWELNTYLYAPKDDYKHRMFWREMYSVEEAEQLMTLISAAREYEIEFIYAISPGLDITFSNPKEVSTLKRKLDQVSQFGCRSFALLFDDIDHNMCAADKEVFSSFAHAQVSITNEIYQYLGEPETFLFCPTEYCGTFCYPNVSQSPYLRTVGEKLLPGIEVLWTGPKVVSKEIPVESIEEVSKIIKRAPVIWDNIHANDYDQKRLFLGPYKGRSTELIPRLKGVLTNPNCEFEANYVAIHTLATWYKSNMNGVRKDVVMTDSEDSTVSIQIKLENEGSDEDIETDVLYSPQMALKLALTEWLQEFGVPHQYSSRQVAHSGAKASVVDGTPLVAAPSLNATTVVTTVYQEPIMSQGAALSGEPTTLTKEEEKKQPDEEPMDMVVEKQEETDHKNDNQILSEIVEAKMAEELKPMD.... The pAffinity is 6.9. (3) The small molecule is FC(CCn1cc(nn1)C(=O)NCc1ccc(cn1)C(F)(F)F)Cn1cc(NC(=O)Cc2cccc(OC(F)(F)F)c2)nn1. The target protein (O94925) has sequence MMRLRGSGMLRDLLLRSPAGVSATLRRAQPLVTLCRRPRGGGRPAAGPAAAARLHPWWGGGGWPAEPLARGLSSSPSEILQELGKGSTHPQPGVSPPAAPAAPGPKDGPGETDAFGNSEGKELVASGENKIKQGLLPSLEDLLFYTIAEGQEKIPVHKFITALKSTGLRTSDPRLKECMDMLRLTLQTTSDGVMLDKDLFKKCVQSNIVLLTQAFRRKFVIPDFMSFTSHIDELYESAKKQSGGKVADYIPQLAKFSPDLWGVSVCTVDGQRHSTGDTKVPFCLQSCVKPLKYAIAVNDLGTEYVHRYVGKEPSGLRFNKLFLNEDDKPHNPMVNAGAIVVTSLIKQGVNNAEKFDYVMQFLNKMAGNEYVGFSNATFQSERESGDRNFAIGYYLKEKKCFPEGTDMVGILDFYFQLCSIEVTCESASVMAATLANGGFCPITGERVLSPEAVRNTLSLMHSCGMYDFSGQFAFHVGLPAKSGVAGGILLVVPNVMGMMC.... The pAffinity is 7.0. (4) The small molecule is CCN1C(=O)N(Cc2cnc(cc12)-c1ccc(nc1)N1CCOCC1)c1c(F)c(OC)cc(OC)c1F. The target protein (P11362) has sequence MWSWKCLLFWAVLVTATLCTARPSPTLPEQAQPWGAPVEVESFLVHPGDLLQLRCRLRDDVQSINWLRDGVQLAESNRTRITGEEVEVQDSVPADSGLYACVTSSPSGSDTTYFSVNVSDALPSSEDDDDDDDSSSEEKETDNTKPNRMPVAPYWTSPEKMEKKLHAVPAAKTVKFKCPSSGTPNPTLRWLKNGKEFKPDHRIGGYKVRYATWSIIMDSVVPSDKGNYTCIVENEYGSINHTYQLDVVERSPHRPILQAGLPANKTVALGSNVEFMCKVYSDPQPHIQWLKHIEVNGSKIGPDNLPYVQILKTAGVNTTDKEMEVLHLRNVSFEDAGEYTCLAGNSIGLSHHSAWLTVLEALEERPAVMTSPLYLEIIIYCTGAFLISCMVGSVIVYKMKSGTKKSDFHSQMAVHKLAKSIPLRRQVTVSADSSASMNSGVLLVRPSRLSSSGTPMLAGVSEYELPEDPRWELPRDRLVLGKPLGEGCFGQVVLAEAIGL.... The pAffinity is 7.7.